This data is from Forward reaction prediction with 1.9M reactions from USPTO patents (1976-2016). The task is: Predict the product of the given reaction. Given the reactants [C:1]1(/[C:7](=[N:9]/[NH:10][C:11](=[O:18])[C:12]2[CH:17]=[CH:16][CH:15]=[CH:14][CH:13]=2)/[CH3:8])[CH:6]=[CH:5][CH:4]=[CH:3][CH:2]=1.CS(O)(=O)=O.O.COC(OC)(C)C.[H][H], predict the reaction product. The product is: [C:1]1([CH:7]([NH:9][NH:10][C:11](=[O:18])[C:12]2[CH:13]=[CH:14][CH:15]=[CH:16][CH:17]=2)[CH3:8])[CH:2]=[CH:3][CH:4]=[CH:5][CH:6]=1.